Regression. Given a peptide amino acid sequence and an MHC pseudo amino acid sequence, predict their binding affinity value. This is MHC class II binding data. From a dataset of Peptide-MHC class II binding affinity with 134,281 pairs from IEDB. (1) The peptide sequence is INVGFKAAVAAAAGV. The MHC is DRB1_1201 with pseudo-sequence DRB1_1201. The binding affinity (normalized) is 0.184. (2) The peptide sequence is GTKTEAEDVIPEGWK. The MHC is DRB3_0101 with pseudo-sequence DRB3_0101. The binding affinity (normalized) is 0.138. (3) The peptide sequence is LVKYVNGDGDVVAVD. The MHC is HLA-DPA10201-DPB10101 with pseudo-sequence HLA-DPA10201-DPB10101. The binding affinity (normalized) is 0. (4) The peptide sequence is KFGVAKKANVYAVKV. The MHC is DRB1_0404 with pseudo-sequence DRB1_0404. The binding affinity (normalized) is 0.567. (5) The peptide sequence is EKKYFAATQFEFLAA. The MHC is HLA-DPA10301-DPB10402 with pseudo-sequence HLA-DPA10301-DPB10402. The binding affinity (normalized) is 0.993. (6) The peptide sequence is FNQMIFVSSIFISFY. The MHC is DRB1_0701 with pseudo-sequence DRB1_0701. The binding affinity (normalized) is 0.376. (7) The peptide sequence is INEPDAAAIAYGLDR. The MHC is HLA-DQA10102-DQB10602 with pseudo-sequence HLA-DQA10102-DQB10602. The binding affinity (normalized) is 0.621.